From a dataset of Peptide-MHC class II binding affinity with 134,281 pairs from IEDB. Regression. Given a peptide amino acid sequence and an MHC pseudo amino acid sequence, predict their binding affinity value. This is MHC class II binding data. (1) The peptide sequence is AFILDGENLFPKV. The binding affinity (normalized) is 0.960. The MHC is DRB3_0101 with pseudo-sequence DRB3_0101. (2) The peptide sequence is IPKGDFLTGPLNFTG. The MHC is HLA-DQA10102-DQB10502 with pseudo-sequence HLA-DQA10102-DQB10502. The binding affinity (normalized) is 0. (3) The peptide sequence is TFHVEKGSNPNYLAL. The MHC is HLA-DQA10102-DQB10502 with pseudo-sequence HLA-DQA10102-DQB10502. The binding affinity (normalized) is 0.